From a dataset of Reaction yield outcomes from USPTO patents with 853,638 reactions. Predict the reaction yield, written as a fraction of the theoretical maximum amount of product (1.0 means a 100% yield; for example, 0.34 means a 34% yield). (1) The reactants are Cl.[CH3:2][N:3]([CH3:10])[CH2:4][CH2:5][C:6](OC)=[O:7].O.[NH2:12][NH2:13]. The catalyst is CO. The product is [CH3:2][N:3]([CH3:10])[CH2:4][CH2:5][C:6]([NH:12][NH2:13])=[O:7]. The yield is 0.650. (2) The reactants are [CH:1]12[O:9][CH:5]([CH2:6][NH:7][CH2:8]1)[CH2:4][N:3]([CH2:10][CH2:11][OH:12])[CH2:2]2.F[C:14]1[CH:19]=[CH:18][C:17]([N+:20]([O-:22])=[O:21])=[C:16]([O:23][CH3:24])[CH:15]=1.C(=O)([O-])[O-].[Cs+].[Cs+]. The catalyst is CN(C=O)C. The product is [CH3:24][O:23][C:16]1[CH:15]=[C:14]([N:7]2[CH2:8][CH:1]3[O:9][CH:5]([CH2:4][N:3]([CH2:10][CH2:11][OH:12])[CH2:2]3)[CH2:6]2)[CH:19]=[CH:18][C:17]=1[N+:20]([O-:22])=[O:21]. The yield is 0.880.